From a dataset of Forward reaction prediction with 1.9M reactions from USPTO patents (1976-2016). Predict the product of the given reaction. (1) The product is: [Cl:1][C:8]1[S:7][C:6]([C:4](=[O:5])[CH2:3][NH:2][C:17]([NH:16][CH2:15][C:14]2[CH:19]=[CH:20][CH:21]=[CH:22][C:13]=2[F:12])=[O:18])=[CH:10][CH:9]=1. Given the reactants [ClH:1].[NH2:2][CH2:3][C:4]([C:6]1[S:7][CH:8]=[C:9](Cl)[CH:10]=1)=[O:5].[F:12][C:13]1[CH:22]=[CH:21][CH:20]=[CH:19][C:14]=1[CH2:15][N:16]=[C:17]=[O:18].C(N(CC)C(C)C)(C)C, predict the reaction product. (2) Given the reactants CC(C)(C)C([O:5][C:6]1[CH:11]=[CH:10][C:9]([C:12]([C:30]2[CH:35]=[CH:34][C:33]([O:36]C(=O)C(C)(C)C)=[CH:32][CH:31]=2)=[C:13]([C:16]2[CH:21]=[CH:20][CH:19]=[C:18]([O:22][CH2:23][CH2:24][N:25]3[CH2:29][CH2:28][CH2:27][CH2:26]3)[CH:17]=2)[CH2:14][CH3:15])=[CH:8][CH:7]=1)=O.[OH-].[Na+].C(O)(=O)CC(CC(O)=O)(C(O)=O)O, predict the reaction product. The product is: [N:25]1([CH2:24][CH2:23][O:22][C:18]2[CH:17]=[C:16]([C:13]([CH2:14][CH3:15])=[C:12]([C:30]3[CH:31]=[CH:32][C:33]([OH:36])=[CH:34][CH:35]=3)[C:9]3[CH:10]=[CH:11][C:6]([OH:5])=[CH:7][CH:8]=3)[CH:21]=[CH:20][CH:19]=2)[CH2:29][CH2:28][CH2:27][CH2:26]1. (3) Given the reactants [H-].[Na+].CN(C)[CH:5]=[C:6]([C:10]1[CH:15]=[CH:14][C:13]([O:16][CH3:17])=[CH:12][CH:11]=1)[C:7](=O)[CH3:8].[C:19]([CH2:21][C:22]([NH2:24])=[O:23])#[N:20].CO, predict the reaction product. The product is: [CH3:17][O:16][C:13]1[CH:14]=[CH:15][C:10]([C:6]2[CH:5]=[C:21]([C:19]#[N:20])[C:22](=[O:23])[NH:24][C:7]=2[CH3:8])=[CH:11][CH:12]=1. (4) Given the reactants Cl[C:2]1[CH:7]=[CH:6][C:5]([N+:8]([O-:10])=[O:9])=[CH:4][C:3]=1[C:11](=[O:14])[CH2:12][CH3:13].[Cl:15][C:16]1[CH:17]=[N:18][CH:19]=[C:20]([OH:22])[CH:21]=1.C(=O)([O-])[O-].[K+].[K+].O, predict the reaction product. The product is: [Cl:15][C:16]1[CH:21]=[C:20]([O:22][C:2]2[CH:7]=[CH:6][C:5]([N+:8]([O-:10])=[O:9])=[CH:4][C:3]=2[C:11](=[O:14])[CH2:12][CH3:13])[CH:19]=[N:18][CH:17]=1. (5) Given the reactants [Br:1][C:2]1[CH:3]=[N:4][C:5]([O:8]N2C3=NC=CC=C3N=N2)=[N:6][CH:7]=1.C([CH2:21][C:22]1[CH:23]=[C:24](B(O)O)[CH:25]=[CH:26][CH:27]=1)(O)=O.[C:31]([O-])([O-])=[O:32].[Cs+].[Cs+].C[O:38]CCOC, predict the reaction product. The product is: [CH3:31][O:32][C:21](=[O:38])[C:22]1[CH:27]=[CH:26][CH:25]=[C:24]([O:8][C:5]2[N:6]=[CH:7][C:2]([Br:1])=[CH:3][N:4]=2)[CH:23]=1. (6) Given the reactants [C@@H:1]12[N:8]([C:9]3[CH:18]=[N:17][C:16]4[C:11](=[CH:12][CH:13]=[CH:14][CH:15]=4)[N:10]=3)[CH2:7][C@@H:6]1[CH2:5][CH2:4][NH:3][CH2:2]2.CC1C=C(C)N=C(N2[C@@H]3[C@@H](CCNC3)C2)N=1.[F:35][C:36]1[CH:37]=[CH:38][C:39]([C:45]2[N:50]=[CH:49][CH:48]=[CH:47][N:46]=2)=[C:40]([CH:44]=1)[C:41](O)=[O:42].S1C=CC=C1C1C=CC=CC=1C(O)=O, predict the reaction product. The product is: [F:35][C:36]1[CH:37]=[CH:38][C:39]([C:45]2[N:46]=[CH:47][CH:48]=[CH:49][N:50]=2)=[C:40]([C:41]([N:3]2[CH2:4][CH2:5][C@@H:6]3[C@@H:1]([N:8]([C:9]4[CH:18]=[N:17][C:16]5[C:11](=[CH:12][CH:13]=[CH:14][CH:15]=5)[N:10]=4)[CH2:7]3)[CH2:2]2)=[O:42])[CH:44]=1. (7) Given the reactants [CH2:1]([O:8][C:9]([NH:11][C@H:12]([C:16]([OH:18])=[O:17])[CH:13]([CH3:15])[CH3:14])=[O:10])[C:2]1[CH:7]=[CH:6][CH:5]=[CH:4][CH:3]=1.[CH3:19][C:20]([CH3:25])([CH2:23]O)[CH2:21][OH:22].C1(N=C=NC2CCCCC2)CCCCC1, predict the reaction product. The product is: [CH2:1]([O:8][C:9]([NH:11][C@H:12]([C:16]([O:18][CH2:19][C:20]([CH3:25])([CH3:23])[CH2:21][OH:22])=[O:17])[CH:13]([CH3:15])[CH3:14])=[O:10])[C:2]1[CH:3]=[CH:4][CH:5]=[CH:6][CH:7]=1. (8) Given the reactants N(C1N=NC(C2C=CC=CC=2)=CN=1)N.[NH:15]([C:17]1[N:18]=[N:19][C:20]([C:23]2[CH:28]=[CH:27][CH:26]=[C:25]([O:29][CH3:30])[CH:24]=2)=[CH:21][N:22]=1)[NH2:16].N1C2C(=CC(CC(O)=O)=CC=2)C=CC=1.[N:45]1[C:54]2[C:49](=[CH:50][CH:51]=[CH:52][CH:53]=2)[C:48]([O:55][CH2:56][C:57](O)=[O:58])=[CH:47][CH:46]=1, predict the reaction product. The product is: [CH3:30][O:29][C:25]1[CH:24]=[C:23]([C:20]2[N:19]=[N:18][C:17]([NH:15][NH:16][C:57](=[O:58])[CH2:56][O:55][C:48]3[C:49]4[C:54](=[CH:53][CH:52]=[CH:51][CH:50]=4)[N:45]=[CH:46][CH:47]=3)=[N:22][CH:21]=2)[CH:28]=[CH:27][CH:26]=1. (9) The product is: [C:1]([OH:20])(=[O:19])[CH2:2][CH2:3][CH2:4][CH2:5][CH2:6][CH2:7][CH2:8][CH2:9][CH2:10][CH2:11][CH2:12][CH2:13][CH2:14][CH2:15][CH2:16][CH2:17][CH3:18].[NH2:21][CH2:22][C:23]1[CH:51]=[CH:50][C:26]2[N:27]([CH2:45][CH2:46][CH:47]([CH3:48])[CH3:49])[C:28]([CH2:30][N:31]3[C:40]4[C:35](=[CH:36][CH:37]=[CH:38][CH:39]=4)[CH2:34][N:33]([CH:41]4[CH2:42][CH2:43]4)[C:32]3=[O:44])=[N:29][C:25]=2[CH:24]=1. Given the reactants [C:1]([O-:20])(=[O:19])[CH2:2][CH2:3][CH2:4][CH2:5][CH2:6][CH2:7][CH2:8][CH2:9][CH2:10][CH2:11][CH2:12][CH2:13][CH2:14][CH2:15][CH2:16][CH2:17][CH3:18].[NH2:21][CH2:22][C:23]1[CH:51]=[CH:50][C:26]2[N:27]([CH2:45][CH2:46][CH:47]([CH3:49])[CH3:48])[C:28]([CH2:30][N:31]3[C:40]4[C:35](=[CH:36][CH:37]=[CH:38][CH:39]=4)[CH2:34][N:33]([CH:41]4[CH2:43][CH2:42]4)[C:32]3=[O:44])=[N:29][C:25]=2[CH:24]=1, predict the reaction product.